From a dataset of Catalyst prediction with 721,799 reactions and 888 catalyst types from USPTO. Predict which catalyst facilitates the given reaction. (1) Reactant: [ClH:1].[CH3:2][C:3]1[C:8]([C:9]2[CH:14]=[CH:13][CH:12]=[C:11]([C:15](=[O:26])[NH:16][CH:17]3[CH2:22][CH2:21][N:20]([CH:23]([CH3:25])[CH3:24])[CH2:19][CH2:18]3)[CH:10]=2)=[CH:7][C:6]([CH2:27][C@H:28]([NH:43][C:44]([C@H:46]2[CH2:51][CH2:50][C@H:49]([CH2:52][NH:53]C(=O)OC(C)(C)C)[CH2:48][CH2:47]2)=[O:45])[C:29](=[O:42])[NH:30][C:31]2[CH:36]=[CH:35][C:34]([C:37]3[NH:41][N:40]=[N:39][N:38]=3)=[CH:33][CH:32]=2)=[CH:5][CH:4]=1.C(#N)C. Product: [ClH:1].[NH2:53][CH2:52][C@H:49]1[CH2:50][CH2:51][C@H:46]([C:44]([NH:43][C@H:28]([C:29](=[O:42])[NH:30][C:31]2[CH:36]=[CH:35][C:34]([C:37]3[NH:41][N:40]=[N:39][N:38]=3)=[CH:33][CH:32]=2)[CH2:27][C:6]2[CH:5]=[CH:4][C:3]([CH3:2])=[C:8]([C:9]3[CH:14]=[CH:13][CH:12]=[C:11]([C:15]([NH:16][CH:17]4[CH2:18][CH2:19][N:20]([CH:23]([CH3:24])[CH3:25])[CH2:21][CH2:22]4)=[O:26])[CH:10]=3)[CH:7]=2)=[O:45])[CH2:47][CH2:48]1. The catalyst class is: 12. (2) Reactant: FC(F)(F)CCC([N:7]1[CH2:14][CH2:13][N:12]([C:15]2[C:16]3[CH:23]=[CH:22][NH:21][C:17]=3[N:18]=[CH:19][N:20]=2)[CH2:11][C:8]21[CH2:10][CH2:9]2)=O.C(N(CC)CC)C.Cl[C:34]([O:36][CH2:37][CH2:38][O:39][CH3:40])=[O:35]. Product: [CH3:40][O:39][CH2:38][CH2:37][O:36][C:34]([N:7]1[CH:8]2[CH2:9][CH2:10][CH:14]1[CH2:13][N:12]([C:15]1[C:16]3[CH:23]=[CH:22][NH:21][C:17]=3[N:18]=[CH:19][N:20]=1)[CH2:11]2)=[O:35]. The catalyst class is: 1. (3) Reactant: [C:1](Cl)(=[O:3])[CH3:2].[Cl:5][C:6]1[CH:7]=[CH:8][C:9]2[N:15]([CH2:16][C:17]([CH3:21])([CH3:20])[CH2:18][OH:19])[C:14](=[O:22])[C@@H:13]([CH2:23][C:24]([NH:26][C:27]3[CH:28]=[CH:29][C:30]([CH3:38])=[C:31]([CH2:33][CH2:34][C:35]([OH:37])=[O:36])[CH:32]=3)=[O:25])[O:12][C@H:11]([C:39]3[CH:44]=[CH:43][CH:42]=[C:41]([O:45][CH3:46])[C:40]=3[O:47][CH3:48])[C:10]=2[CH:49]=1.N1C=CC=CC=1.C(OCC)(=O)C. Product: [C:1]([O:19][CH2:18][C:17]([CH3:21])([CH3:20])[CH2:16][N:15]1[C:9]2[CH:8]=[CH:7][C:6]([Cl:5])=[CH:49][C:10]=2[C@@H:11]([C:39]2[CH:44]=[CH:43][CH:42]=[C:41]([O:45][CH3:46])[C:40]=2[O:47][CH3:48])[O:12][C@H:13]([CH2:23][C:24]([NH:26][C:27]2[CH:28]=[CH:29][C:30]([CH3:38])=[C:31]([CH2:33][CH2:34][C:35]([OH:37])=[O:36])[CH:32]=2)=[O:25])[C:14]1=[O:22])(=[O:3])[CH3:2]. The catalyst class is: 6. (4) Reactant: [Br:1][C:2]1[CH:3]=[C:4]([Cl:11])[C:5]([CH2:8][C:9]#[N:10])=[N:6][CH:7]=1.[CH3:12][C:13]([O:16][C:17](O[C:17]([O:16][C:13]([CH3:15])([CH3:14])[CH3:12])=[O:18])=[O:18])([CH3:15])[CH3:14].[BH4-].[Na+]. Product: [Br:1][C:2]1[CH:3]=[C:4]([Cl:11])[C:5]([CH2:8][CH2:9][NH:10][C:17](=[O:18])[O:16][C:13]([CH3:15])([CH3:14])[CH3:12])=[N:6][CH:7]=1. The catalyst class is: 5.